This data is from Full USPTO retrosynthesis dataset with 1.9M reactions from patents (1976-2016). The task is: Predict the reactants needed to synthesize the given product. (1) Given the product [Br:1][C:2]1[CH:7]=[CH:6][C:5]([NH:8][C:9]2[S:10][C:23]3[CH2:24][CH2:25][CH2:26][CH:21]([C:17]4[CH:18]=[CH:19][CH:20]=[CH:15][CH:16]=4)[C:22]=3[N:11]=2)=[CH:4][C:3]=1[O:12][CH3:13], predict the reactants needed to synthesize it. The reactants are: [Br:1][C:2]1[CH:7]=[CH:6][C:5]([NH:8][C:9]([NH2:11])=[S:10])=[CH:4][C:3]=1[O:12][CH3:13].Br[CH:15]1[CH2:20][CH2:19][CH2:18][CH:17]([C:21]2[CH:26]=[CH:25][CH:24]=[CH:23][CH:22]=2)[C:16]1=O. (2) Given the product [CH3:19][N:20]1[CH2:24][CH2:23][C@@:22]([NH:28][C:29](=[O:35])[O:30][C:31]([CH3:32])([CH3:34])[CH3:33])([CH2:25][C:26]#[C:27][C:2]2[N:7]=[C:6]([CH3:8])[CH:5]=[C:4]([C:9]3[CH:14]=[CH:13][C:12]([C:15]([F:18])([F:17])[F:16])=[CH:11][CH:10]=3)[N:3]=2)[C:21]1=[O:36], predict the reactants needed to synthesize it. The reactants are: I[C:2]1[N:7]=[C:6]([CH3:8])[CH:5]=[C:4]([C:9]2[CH:14]=[CH:13][C:12]([C:15]([F:18])([F:17])[F:16])=[CH:11][CH:10]=2)[N:3]=1.[CH3:19][N:20]1[CH2:24][CH2:23][C@@:22]([NH:28][C:29](=[O:35])[O:30][C:31]([CH3:34])([CH3:33])[CH3:32])([CH2:25][C:26]#[CH:27])[C:21]1=[O:36].N(CC)CC. (3) Given the product [C:16]([NH:15][C:10]1[CH:11]=[CH:12][CH:13]=[CH:14][C:9]=1[NH:8][C:5]1[N:4]=[C:3]([N:23]2[CH2:24][CH2:25][N:26]([C:29]([NH:30][C:31]3[CH:36]=[CH:35][CH:34]=[C:33]([C:37]([F:39])([F:38])[F:40])[CH:32]=3)=[O:41])[CH2:27][CH2:28]2)[C:2]([Cl:1])=[CH:7][N:6]=1)(=[O:17])[CH:42]=[CH2:44], predict the reactants needed to synthesize it. The reactants are: [Cl:1][C:2]1[C:3]([N:23]2[CH2:28][CH2:27][N:26]([C:29](=[O:41])[NH:30][C:31]3[CH:36]=[CH:35][CH:34]=[C:33]([C:37]([F:40])([F:39])[F:38])[CH:32]=3)[CH2:25][CH2:24]2)=[N:4][C:5]([NH:8][C:9]2[CH:14]=[CH:13][CH:12]=[CH:11][C:10]=2[NH:15][C:16](=O)[O:17]C(C)(C)C)=[N:6][CH:7]=1.[C:42](O)([C:44](F)(F)F)=O.NC1C=CC=CC=1NC1N=C(N2CCN(C(NC3C=CC=C(C(F)(F)F)C=3)=O)CC2)C(Cl)=CN=1.C(Cl)(=O)C=C.CCN(C(C)C)C(C)C. (4) Given the product [CH2:15]([C:16]1[N:6]([C:2]2[S:1][CH:5]=[CH:4][CH:3]=2)[C:7](=[O:8])[NH:19][N:18]=1)[C:9]1[CH:14]=[CH:13][CH:12]=[CH:11][CH:10]=1, predict the reactants needed to synthesize it. The reactants are: [S:1]1[CH:5]=[CH:4][CH:3]=[C:2]1[N:6]=[C:7]=[O:8].[C:9]1([CH2:15][C:16]([NH:18][NH2:19])=O)[CH:14]=[CH:13][CH:12]=[CH:11][CH:10]=1.